From a dataset of Full USPTO retrosynthesis dataset with 1.9M reactions from patents (1976-2016). Predict the reactants needed to synthesize the given product. (1) Given the product [F:18][C:19]1[CH:27]=[CH:26][CH:25]=[C:24]2[C:20]=1[C:21](=[CH:29][NH:17][C:14]1[CH:13]=[CH:12][C:11]([O:10][CH2:9][CH2:8][CH2:7][N:1]3[CH2:2][CH2:3][CH2:4][CH2:5][CH2:6]3)=[CH:16][CH:15]=1)[C:22](=[O:28])[NH:23]2, predict the reactants needed to synthesize it. The reactants are: [N:1]1([CH2:7][CH2:8][CH2:9][O:10][C:11]2[CH:16]=[CH:15][C:14]([NH2:17])=[CH:13][CH:12]=2)[CH2:6][CH2:5][CH2:4][CH2:3][CH2:2]1.[F:18][C:19]1[CH:27]=[CH:26][CH:25]=[C:24]2[C:20]=1[C:21](=[CH:29]O)[C:22](=[O:28])[NH:23]2. (2) The reactants are: C(OC(=O)[NH:7][C:8]1[CH:13]=[C:12](OCC(F)(F)F)[C:11]([C:20]([F:23])([F:22])[F:21])=[CH:10][C:9]=1[NH:24][C:25](=[O:44])[CH2:26][C:27]([C:29]1[CH:34]=[CH:33][CH:32]=[C:31]([C:35]2[C:40]([CH2:41][CH3:42])=[CH:39][N:38]=[C:37]([CH3:43])[CH:36]=2)[CH:30]=1)=O)(C)(C)C.[C:46](O)([C:48]([F:51])([F:50])[F:49])=[O:47]. Given the product [CH2:41]([C:40]1[C:35]([C:31]2[CH:30]=[C:29]([C:27]3[CH2:26][C:25](=[O:44])[NH:24][C:9]4[CH:10]=[C:11]([C:20]([F:23])([F:22])[F:21])[C:12]([O:47][CH2:46][C:48]([F:51])([F:50])[F:49])=[CH:13][C:8]=4[N:7]=3)[CH:34]=[CH:33][CH:32]=2)=[CH:36][C:37]([CH3:43])=[N:38][CH:39]=1)[CH3:42], predict the reactants needed to synthesize it. (3) Given the product [C:27]([O:31][C:32]([N:34]1[CH2:39][CH2:38][N:37]([C:2]2[C:7]3[CH:8]=[C:9]([S:11]([CH2:21][C:20]4[CH:23]=[CH:24][C:17]([C:16]([F:26])([F:25])[F:15])=[CH:18][CH:19]=4)(=[O:13])=[O:12])[S:10][C:6]=3[CH:5]=[CH:4][N:3]=2)[CH2:36][CH2:35]1)=[O:33])([CH3:30])([CH3:28])[CH3:29], predict the reactants needed to synthesize it. The reactants are: Cl[C:2]1[C:7]2[CH:8]=[C:9]([S:11]([O-:13])=[O:12])[S:10][C:6]=2[CH:5]=[CH:4][N:3]=1.[Li+].[F:15][C:16]([F:26])([F:25])[C:17]1[CH:24]=[CH:23][C:20]([CH2:21]Br)=[CH:19][CH:18]=1.[C:27]([O:31][C:32]([N:34]1[CH2:39][CH2:38][NH:37][CH2:36][CH2:35]1)=[O:33])([CH3:30])([CH3:29])[CH3:28]. (4) Given the product [Br:1][C:2]1[CH:3]=[C:4]([N:8]([CH3:9])[S:18]([C:15]2[CH:14]=[CH:13][C:12]([C:11]([F:10])([F:22])[F:23])=[CH:17][CH:16]=2)(=[O:20])=[O:19])[CH:5]=[N:6][CH:7]=1, predict the reactants needed to synthesize it. The reactants are: [Br:1][C:2]1[CH:3]=[C:4]([NH:8][CH3:9])[CH:5]=[N:6][CH:7]=1.[F:10][C:11]([F:23])([F:22])[C:12]1[CH:17]=[CH:16][C:15]([S:18](Cl)(=[O:20])=[O:19])=[CH:14][CH:13]=1.N1C=CC=CC=1. (5) Given the product [CH3:20][O:19][C:13]1[CH:14]=[CH:15][C:16]([CH3:18])=[CH:17][C:12]=1[C:5]1[N:4]=[C:3]([N:1]2[C:31]([C:32]([F:33])([F:34])[F:35])=[C:25]([C:26]([O:28][CH2:29][CH3:30])=[O:27])[CH:24]=[N:2]2)[CH:8]=[C:7]([N+:9]([O-:11])=[O:10])[CH:6]=1, predict the reactants needed to synthesize it. The reactants are: [NH:1]([C:3]1[CH:8]=[C:7]([N+:9]([O-:11])=[O:10])[CH:6]=[C:5]([C:12]2[CH:17]=[C:16]([CH3:18])[CH:15]=[CH:14][C:13]=2[O:19][CH3:20])[N:4]=1)[NH2:2].C(O[CH:24]=[C:25]([C:31](=O)[C:32]([F:35])([F:34])[F:33])[C:26]([O:28][CH2:29][CH3:30])=[O:27])C. (6) Given the product [C:1]1([CH2:7][CH2:8][CH2:9][CH2:10][CH2:11][CH2:12][C:13]([C:15]2[O:16][CH:17]=[C:18]([C:20]#[N:22])[N:19]=2)=[O:14])[CH:2]=[CH:3][CH:4]=[CH:5][CH:6]=1, predict the reactants needed to synthesize it. The reactants are: [C:1]1([CH2:7][CH2:8][CH2:9][CH2:10][CH2:11][CH2:12][C:13]([C:15]2[O:16][CH:17]=[C:18]([C:20]([NH2:22])=O)[N:19]=2)=[O:14])[CH:6]=[CH:5][CH:4]=[CH:3][CH:2]=1.N1C=CC=CC=1.FC(F)(F)C(OC(=O)C(F)(F)F)=O.